From a dataset of Full USPTO retrosynthesis dataset with 1.9M reactions from patents (1976-2016). Predict the reactants needed to synthesize the given product. The reactants are: [F:1][C:2]([F:16])([F:15])[C:3]1[CH:4]=[C:5]([CH:8]=[C:9]([C:11]([F:14])([F:13])[F:12])[CH:10]=1)[CH:6]=O.C(O)(=O)C.C(O[BH-](OC(=O)C)OC(=O)C)(=O)C.[Na+].[CH:35]([O:38][C:39]([N:41]1[C:50]2[C:45](=[CH:46][C:47]([C:51]([F:54])([F:53])[F:52])=[CH:48][CH:49]=2)[C@@H:44]([NH2:55])[CH2:43][C@H:42]1[CH2:56][CH3:57])=[O:40])([CH3:37])[CH3:36]. Given the product [CH:35]([O:38][C:39]([N:41]1[C:50]2[C:45](=[CH:46][C:47]([C:51]([F:52])([F:53])[F:54])=[CH:48][CH:49]=2)[C@@H:44]([NH:55][CH2:6][C:5]2[CH:4]=[C:3]([C:2]([F:16])([F:15])[F:1])[CH:10]=[C:9]([C:11]([F:14])([F:13])[F:12])[CH:8]=2)[CH2:43][C@H:42]1[CH2:56][CH3:57])=[O:40])([CH3:37])[CH3:36], predict the reactants needed to synthesize it.